This data is from Forward reaction prediction with 1.9M reactions from USPTO patents (1976-2016). The task is: Predict the product of the given reaction. (1) Given the reactants [N+:1]([C:4]1[CH:5]=[C:6]([NH:10][C:11]2[N:18]=[CH:17][CH:16]=[CH:15][C:12]=2[CH:13]=O)[CH:7]=[CH:8][CH:9]=1)([O-:3])=[O:2].[N:19]1[CH:24]=[CH:23][CH:22]=[C:21]([CH2:25][CH2:26][CH2:27][CH2:28][C:29](OCC)=[O:30])[CH:20]=1.[Li+].CC([N-]C(C)C)C, predict the reaction product. The product is: [N+:1]([C:4]1[CH:5]=[C:6]([N:10]2[C:11]3[C:12](=[CH:15][CH:16]=[CH:17][N:18]=3)[CH:13]=[C:28]([CH2:27][CH2:26][CH2:25][C:21]3[CH:20]=[N:19][CH:24]=[CH:23][CH:22]=3)[C:29]2=[O:30])[CH:7]=[CH:8][CH:9]=1)([O-:3])=[O:2]. (2) The product is: [NH2:25][C:14]1[N:13]=[C:12]([N:8]2[CH2:7][CH2:6][C:5]3[C:10](=[CH:11][C:2]([NH:33][C:31]4[CH:30]=[CH:29][CH:28]=[C:27]([CH3:26])[N:32]=4)=[CH:3][CH:4]=3)[CH2:9]2)[CH:17]=[C:16]([N:18]2[CH2:19][CH2:20][N:21]([CH3:24])[CH2:22][CH2:23]2)[N:15]=1. Given the reactants Br[C:2]1[CH:11]=[C:10]2[C:5]([CH2:6][CH2:7][N:8]([C:12]3[CH:17]=[C:16]([N:18]4[CH2:23][CH2:22][N:21]([CH3:24])[CH2:20][CH2:19]4)[N:15]=[C:14]([NH2:25])[N:13]=3)[CH2:9]2)=[CH:4][CH:3]=1.[CH3:26][C:27]1[N:32]=[C:31]([NH2:33])[CH:30]=[CH:29][CH:28]=1.CC(C)([O-])C.[K+].O1CCCC1.C1(P(C2CCCCC2)C2C=CC=CC=2C2C=CC=CC=2)CCCCC1, predict the reaction product. (3) Given the reactants [CH3:1][CH:2]([N:4]1[CH:8]=[C:7]([C:9]([OH:11])=[O:10])[C:6]([CH3:12])=[N:5]1)[CH3:3].[CH3:13][Si](C=[N+]=[N-])(C)C, predict the reaction product. The product is: [CH3:3][CH:2]([N:4]1[CH:8]=[C:7]([C:9]([O:11][CH3:13])=[O:10])[C:6]([CH3:12])=[N:5]1)[CH3:1]. (4) Given the reactants [Br:1][C:2]1[S:26][C:5]2[CH2:6][CH2:7][C:8]3[C:9]([C:21]([O:23]CC)=[O:22])=[N:10][N:11]([C:13]4[CH:18]=[CH:17][C:16]([Cl:19])=[CH:15][C:14]=4[Cl:20])[C:12]=3[C:4]=2[CH:3]=1.[OH-].[K+].Cl, predict the reaction product. The product is: [Br:1][C:2]1[S:26][C:5]2[CH2:6][CH2:7][C:8]3[C:9]([C:21]([OH:23])=[O:22])=[N:10][N:11]([C:13]4[CH:18]=[CH:17][C:16]([Cl:19])=[CH:15][C:14]=4[Cl:20])[C:12]=3[C:4]=2[CH:3]=1. (5) Given the reactants [C:1]([C@@H:4]1[CH2:8][CH2:7][C@H:6]([NH:9][C:10](=[O:16])[O:11][C:12]([CH3:15])([CH3:14])[CH3:13])[CH2:5]1)(=O)[NH2:2].COC1C=CC(P2(SP(C3C=CC(OC)=CC=3)(=S)S2)=[S:26])=CC=1.C(OCC)(=O)C, predict the reaction product. The product is: [C:1]([C@@H:4]1[CH2:8][CH2:7][C@H:6]([NH:9][C:10](=[O:16])[O:11][C:12]([CH3:15])([CH3:14])[CH3:13])[CH2:5]1)(=[S:26])[NH2:2]. (6) Given the reactants [CH3:1][O:2][C:3]1[CH:4]=[CH:5][C:6]([C:10]2[CH:19]=[CH:18][C:17]3[C:12](=[CH:13][CH:14]=[C:15]([O:20][CH3:21])[CH:16]=3)[CH:11]=2)=[C:7]([NH2:9])[CH:8]=1.C(N(CC)C(C)C)(C)C.Cl.[N:32]1([CH2:38][CH2:39][O:40][C:41]2[CH:49]=[CH:48][C:44]([C:45](Cl)=[O:46])=[CH:43][CH:42]=2)[CH2:37][CH2:36][CH2:35][CH2:34][CH2:33]1.[Cl-].[NH4+], predict the reaction product. The product is: [CH3:1][O:2][C:3]1[CH:4]=[CH:5][C:6]([C:10]2[CH:19]=[CH:18][C:17]3[C:12](=[CH:13][CH:14]=[C:15]([O:20][CH3:21])[CH:16]=3)[CH:11]=2)=[C:7]([NH:9][C:45](=[O:46])[C:44]2[CH:43]=[CH:42][C:41]([O:40][CH2:39][CH2:38][N:32]3[CH2:37][CH2:36][CH2:35][CH2:34][CH2:33]3)=[CH:49][CH:48]=2)[CH:8]=1. (7) Given the reactants Br[C:2]1[N:10]([CH2:11][C:12]2[CH:17]=[CH:16][C:15]([F:18])=[CH:14][CH:13]=2)[C:9]2[C:8](=[O:19])[N:7]([CH2:20][CH2:21][CH2:22][OH:23])[C:6](=[O:24])[N:5]([CH3:25])[C:4]=2[N:3]=1.B(O)(O)[C:27]1[CH:28]=[CH:29][C:30]([CH3:33])=[CH:31][CH:32]=1.C(=O)([O-])[O-].[Na+].[Na+], predict the reaction product. The product is: [F:18][C:15]1[CH:16]=[CH:17][C:12]([CH2:11][N:10]2[C:9]3[C:8](=[O:19])[N:7]([CH2:20][CH2:21][CH2:22][OH:23])[C:6](=[O:24])[N:5]([CH3:25])[C:4]=3[N:3]=[C:2]2[C:27]2[CH:32]=[CH:31][C:30]([CH3:33])=[CH:29][CH:28]=2)=[CH:13][CH:14]=1.